Dataset: Catalyst prediction with 721,799 reactions and 888 catalyst types from USPTO. Task: Predict which catalyst facilitates the given reaction. (1) Reactant: C(O)(C(F)(F)F)=O.[NH:8]1[C:12](=[O:13])[CH:11]=[CH:10][C:9]1=[O:14].CO[CH2:17][N:18]([CH2:24][C:25]1[CH:30]=[CH:29][CH:28]=[CH:27][CH:26]=1)[CH2:19][Si](C)(C)C. Product: [CH2:24]([N:18]1[CH2:19][CH:10]2[C:9](=[O:14])[NH:8][C:12](=[O:13])[CH:11]2[CH2:17]1)[C:25]1[CH:30]=[CH:29][CH:28]=[CH:27][CH:26]=1. The catalyst class is: 2. (2) Reactant: [F:1][C:2]1[C:3]([CH3:18])=[C:4]([C@:8]2([C:14]([O:16]C)=[O:15])[CH2:12][CH2:11][C:10](=[O:13])[CH2:9]2)[CH:5]=[CH:6][CH:7]=1.[OH-].[Na+]. Product: [F:1][C:2]1[C:3]([CH3:18])=[C:4]([C@:8]2([C:14]([OH:16])=[O:15])[CH2:12][CH2:11][C:10](=[O:13])[CH2:9]2)[CH:5]=[CH:6][CH:7]=1. The catalyst class is: 5.